From a dataset of Catalyst prediction with 721,799 reactions and 888 catalyst types from USPTO. Predict which catalyst facilitates the given reaction. Reactant: C(OC([N:8]([CH2:16][C:17]1[CH:22]=[CH:21][CH:20]=[C:19]([CH:23]2[CH2:28][CH2:27][N:26]([C:29](=[O:44])[C:30]3[CH:35]=[CH:34][CH:33]=[C:32]([C:36]#[C:37][C:38]4[CH:43]=[CH:42][CH:41]=[CH:40][CH:39]=4)[CH:31]=3)[CH2:25][CH2:24]2)[CH:18]=1)C(OC(C)(C)C)=O)=O)(C)(C)C.[ClH:45]. Product: [ClH:45].[C:38]1([C:37]#[C:36][C:32]2[CH:31]=[C:30]([CH:35]=[CH:34][CH:33]=2)[C:29]([N:26]2[CH2:25][CH2:24][CH:23]([C:19]3[CH:18]=[C:17]([CH:22]=[CH:21][CH:20]=3)[CH2:16][NH2:8])[CH2:28][CH2:27]2)=[O:44])[CH:39]=[CH:40][CH:41]=[CH:42][CH:43]=1. The catalyst class is: 5.